From a dataset of Catalyst prediction with 721,799 reactions and 888 catalyst types from USPTO. Predict which catalyst facilitates the given reaction. Reactant: [C:1]([O:5][C:6]([NH:8][CH2:9][CH2:10][C:11]([OH:13])=O)=[O:7])([CH3:4])([CH3:3])[CH3:2].Cl.C(N=C=NCCCN(C)C)C.OC1C2N=NNC=2C=CC=1.C(N(CC)C(C)C)(C)C.[C:45]([C:47]1[CH:76]=[CH:75][C:50]([O:51][C:52]2[C:57]([C:58]([N:60]3[CH2:65][CH2:64][NH:63][CH2:62][CH2:61]3)=[O:59])=[CH:56][CH:55]=[C:54]([O:66][C:67]3[CH:72]=[CH:71][C:70]([C:73]#[N:74])=[CH:69][CH:68]=3)[N:53]=2)=[CH:49][CH:48]=1)#[N:46]. Product: [C:1]([O:5][C:6](=[O:7])[NH:8][CH2:9][CH2:10][C:11]([N:63]1[CH2:64][CH2:65][N:60]([C:58]([C:57]2[C:52]([O:51][C:50]3[CH:49]=[CH:48][C:47]([C:45]#[N:46])=[CH:76][CH:75]=3)=[N:53][C:54]([O:66][C:67]3[CH:68]=[CH:69][C:70]([C:73]#[N:74])=[CH:71][CH:72]=3)=[CH:55][CH:56]=2)=[O:59])[CH2:61][CH2:62]1)=[O:13])([CH3:2])([CH3:3])[CH3:4]. The catalyst class is: 3.